From a dataset of Reaction yield outcomes from USPTO patents with 853,638 reactions. Predict the reaction yield, written as a fraction of the theoretical maximum amount of product (1.0 means a 100% yield; for example, 0.34 means a 34% yield). (1) The reactants are [N:1]1[CH:6]=[CH:5][C:4]([C:7](=O)[CH2:8][C:9](=O)[C:10]([F:13])([F:12])[F:11])=[CH:3][CH:2]=1.C(C1C=CN=CC=1)(=O)C.[NH2:25][C:26]1[N:27]=[CH:28][NH:29][C:30]=1[C:31]#[N:32]. No catalyst specified. The product is [N:1]1[CH:6]=[CH:5][C:4]([C:7]2[CH:8]=[C:9]([C:10]([F:13])([F:12])[F:11])[N:27]3[CH:28]=[N:29][C:30]([C:31]#[N:32])=[C:26]3[N:25]=2)=[CH:3][CH:2]=1. The yield is 0.270. (2) The reactants are [C:1]([C:4]1[N:9]=[C:8]2[CH:10]=[CH:11][N:12]([C:13]([O:15][C:16]([CH3:19])([CH3:18])[CH3:17])=[O:14])[C:7]2=[CH:6][CH:5]=1)(=O)[CH3:2].[CH3:20][C:21]([S@:24]([NH2:26])=[O:25])([CH3:23])[CH3:22]. The catalyst is C1COCC1.[O-]CC.[Ti+4].[O-]CC.[O-]CC.[O-]CC. The product is [C:21]([S@:24]([N:26]=[C:1]([C:4]1[N:9]=[C:8]2[CH:10]=[CH:11][N:12]([C:13]([O:15][C:16]([CH3:19])([CH3:18])[CH3:17])=[O:14])[C:7]2=[CH:6][CH:5]=1)[CH3:2])=[O:25])([CH3:23])([CH3:22])[CH3:20]. The yield is 0.537. (3) The catalyst is CS(C)=O.CO. The product is [C:46]([CH2:45][N:39]1[C@@H:38]([CH3:37])[CH2:43][N:42]([C:2]2[N:3]=[CH:4][C:5]([C:8]([NH:10][C:11]3[NH:12][N:13]=[C:14]([CH2:16][CH2:17][C:18]4[CH:23]=[C:22]([O:24][CH3:25])[CH:21]=[C:20]([O:26][CH3:27])[CH:19]=4)[CH:15]=3)=[O:9])=[N:6][CH:7]=2)[CH2:41][C@H:40]1[CH3:44])#[N:47]. The reactants are Cl[C:2]1[N:3]=[CH:4][C:5]([C:8]([NH:10][C:11]2[NH:12][N:13]=[C:14]([CH2:16][CH2:17][C:18]3[CH:23]=[C:22]([O:24][CH3:25])[CH:21]=[C:20]([O:26][CH3:27])[CH:19]=3)[CH:15]=2)=[O:9])=[N:6][CH:7]=1.CN1[C@@H](C)CNC[C@H]1C.[CH3:37][C@H:38]1[CH2:43][NH:42][CH2:41][C@@H:40]([CH3:44])[N:39]1[CH2:45][C:46]#[N:47].C(N(C(C)C)C(C)C)C. The yield is 0.220. (4) The reactants are [CH3:1][O:2][C:3]([C:5]1[CH:6]=[CH:7][CH:8]=[C:9]2[C:14]=1[N:13]=[CH:12][C:11]([O:15][C:16]1[C:21]([Cl:22])=[CH:20][C:19]([NH2:23])=[CH:18][C:17]=1[Cl:24])=[CH:10]2)=[O:4].N1C=CC=CC=1.[Cl:31][C:32]1[CH:37]=[C:36]([Cl:38])[CH:35]=[CH:34][C:33]=1[S:39](Cl)(=[O:41])=[O:40].C([O-])(O)=O.[Na+]. The catalyst is C(Cl)Cl. The product is [CH3:1][O:2][C:3]([C:5]1[CH:6]=[CH:7][CH:8]=[C:9]2[C:14]=1[N:13]=[CH:12][C:11]([O:15][C:16]1[C:17]([Cl:24])=[CH:18][C:19]([NH:23][S:39]([C:33]3[CH:34]=[CH:35][C:36]([Cl:38])=[CH:37][C:32]=3[Cl:31])(=[O:41])=[O:40])=[CH:20][C:21]=1[Cl:22])=[CH:10]2)=[O:4]. The yield is 0.700.